Dataset: Peptide-MHC class II binding affinity with 134,281 pairs from IEDB. Task: Regression. Given a peptide amino acid sequence and an MHC pseudo amino acid sequence, predict their binding affinity value. This is MHC class II binding data. (1) The peptide sequence is LESILIKPSNSEDLL. The MHC is DRB1_0101 with pseudo-sequence DRB1_0101. The binding affinity (normalized) is 0.206. (2) The peptide sequence is GIVTMLSPMLHHWIK. The MHC is HLA-DQA10201-DQB10301 with pseudo-sequence HLA-DQA10201-DQB10301. The binding affinity (normalized) is 0.479. (3) The peptide sequence is SQIGLIEVLGKMPEHFM. The MHC is DRB4_0101 with pseudo-sequence DRB4_0103. The binding affinity (normalized) is 0.0606. (4) The peptide sequence is VIPAGELQVIEKVDA. The MHC is HLA-DQA10101-DQB10501 with pseudo-sequence HLA-DQA10101-DQB10501. The binding affinity (normalized) is 0. (5) The peptide sequence is VMRYTIDKEFEKICR. The MHC is DRB5_0101 with pseudo-sequence DRB5_0101. The binding affinity (normalized) is 0.580. (6) The peptide sequence is GERVRQSLLKTVQFC. The MHC is DRB1_0101 with pseudo-sequence DRB1_0101. The binding affinity (normalized) is 0.787. (7) The peptide sequence is QPEWFRNVLSIAPIMF. The MHC is DRB1_1501 with pseudo-sequence DRB1_1501. The binding affinity (normalized) is 0.392.